This data is from Reaction yield outcomes from USPTO patents with 853,638 reactions. The task is: Predict the reaction yield, written as a fraction of the theoretical maximum amount of product (1.0 means a 100% yield; for example, 0.34 means a 34% yield). (1) The reactants are [O:1]1[CH2:6][CH:5]=[C:4]([C:7]2[CH:12]=[C:11]([CH3:13])[CH:10]=[C:9]([CH3:14])[C:8]=2[OH:15])[CH2:3][CH2:2]1. The catalyst is CO.[C].[Pd]. The product is [CH3:14][C:9]1[CH:10]=[C:11]([CH3:13])[CH:12]=[C:7]([CH:4]2[CH2:5][CH2:6][O:1][CH2:2][CH2:3]2)[C:8]=1[OH:15]. The yield is 0.660. (2) The reactants are [F:1][C:2]1[CH:29]=[CH:28][C:5]([O:6][C:7]2[CH:12]=[CH:11][C:10]([N+:13]([O-])=O)=[CH:9][C:8]=2[C:16]2[C:24]3[C:19](=[C:20]([O:25][CH3:26])[N:21]=[CH:22][CH:23]=3)[N:18]([CH3:27])[CH:17]=2)=[CH:4][CH:3]=1. The catalyst is O1CCCC1.[Pd]. The product is [F:1][C:2]1[CH:29]=[CH:28][C:5]([O:6][C:7]2[CH:12]=[CH:11][C:10]([NH2:13])=[CH:9][C:8]=2[C:16]2[C:24]3[C:19](=[C:20]([O:25][CH3:26])[N:21]=[CH:22][CH:23]=3)[N:18]([CH3:27])[CH:17]=2)=[CH:4][CH:3]=1. The yield is 0.990. (3) The reactants are [NH2:1][C:2]1[CH:7]=[C:6]([Cl:8])[CH:5]=[CH:4][C:3]=1[S:9][CH2:10][C:11]1[N:12]=[C:13]([NH:16][C:17](=[O:23])[O:18][C:19]([CH3:22])([CH3:21])[CH3:20])[S:14][CH:15]=1.[O:24]1[C:28]2[CH:29]=[CH:30][CH:31]=[CH:32][C:27]=2[CH:26]=[C:25]1[S:33](Cl)(=[O:35])=[O:34]. The catalyst is N1C=CC=CC=1. The product is [O:24]1[C:28]2[CH:29]=[CH:30][CH:31]=[CH:32][C:27]=2[CH:26]=[C:25]1[S:33]([NH:1][C:2]1[CH:7]=[C:6]([Cl:8])[CH:5]=[CH:4][C:3]=1[S:9][CH2:10][C:11]1[N:12]=[C:13]([NH:16][C:17](=[O:23])[O:18][C:19]([CH3:20])([CH3:22])[CH3:21])[S:14][CH:15]=1)(=[O:35])=[O:34]. The yield is 0.540. (4) The reactants are [NH2:1][C:2]1[CH:7]=[CH:6][C:5]([C:8]2[S:9][C:10]3[CH:16]=[C:15]([O:17][CH3:18])[CH:14]=[CH:13][C:11]=3[N:12]=2)=[CH:4][CH:3]=1.[I:19]Cl.C(Cl)Cl. The catalyst is C(O)(=O)C. The product is [NH2:1][C:2]1[CH:3]=[CH:4][C:5]([C:8]2[S:9][C:10]3[CH:16]=[C:15]([O:17][CH3:18])[CH:14]=[CH:13][C:11]=3[N:12]=2)=[CH:6][C:7]=1[I:19]. The yield is 0.760. (5) The reactants are [F:1][C:2]1[CH:3]=[C:4]([CH:14]([CH3:20])[C:15]([O:17]CC)=[O:16])[CH:5]=[CH:6][C:7]=1[CH2:8][NH:9][S:10]([CH3:13])(=[O:12])=[O:11].O1CCCC1.O.[OH-].[Li+]. The catalyst is C(OCC)(=O)C.C(O)(=O)C. The product is [F:1][C:2]1[CH:3]=[C:4]([CH:14]([CH3:20])[C:15]([OH:17])=[O:16])[CH:5]=[CH:6][C:7]=1[CH2:8][NH:9][S:10]([CH3:13])(=[O:11])=[O:12]. The yield is 0.520. (6) The reactants are Cl[CH2:2][C:3]1[CH:4]=[C:5]([O:12][CH3:13])[C:6]2[O:10][CH2:9][O:8][C:7]=2[CH:11]=1.[C-:14]#[N:15].[Na+].O. The catalyst is CS(C)=O. The product is [CH3:13][O:12][C:5]1[C:6]2[O:10][CH2:9][O:8][C:7]=2[CH:11]=[C:3]([CH2:2][C:14]#[N:15])[CH:4]=1. The yield is 0.450.